Task: Predict the reactants needed to synthesize the given product.. Dataset: Full USPTO retrosynthesis dataset with 1.9M reactions from patents (1976-2016) (1) Given the product [O-:2][N+:3]1[C:8]2[CH:9]=[CH:10][CH:11]=[CH:12][C:7]=2[N+:6]([O-:13])=[C:5]([NH:14][CH2:15][CH2:16][N:17]([CH3:27])[CH2:18][CH2:19][NH:20][C:21]([C:22]2[C:46]3[C:41](=[N:40][C:39]4[C:48]([N:47]=3)=[CH:35][CH:36]=[CH:37][CH:38]=4)[CH:42]=[CH:43][CH:44]=2)=[O:26])[N:4]=1, predict the reactants needed to synthesize it. The reactants are: N.[O-:2][N+:3]1[C:8]2[CH:9]=[CH:10][CH:11]=[CH:12][C:7]=2[N+:6]([O-:13])=[C:5]([NH:14][CH2:15][CH2:16][N:17]([CH3:27])[CH2:18][CH2:19][NH:20][C:21](=[O:26])[C:22](F)(F)F)[N:4]=1.N1(C([C:35]2[C:48]3[C:39](=[N:40][C:41]4[C:46]([N:47]=3)=C[CH:44]=[CH:43][CH:42]=4)[CH:38]=[CH:37][CH:36]=2)=O)C=CN=C1. (2) Given the product [CH3:13][C:3]1[CH:4]=[C:5]([NH:8][S:9]([CH3:12])(=[O:11])=[O:10])[CH:6]=[CH:7][C:2]=1[B:14]1[O:18][C:17]([CH3:20])([CH3:19])[C:16]([CH3:22])([CH3:21])[O:15]1, predict the reactants needed to synthesize it. The reactants are: Br[C:2]1[CH:7]=[CH:6][C:5]([NH:8][S:9]([CH3:12])(=[O:11])=[O:10])=[CH:4][C:3]=1[CH3:13].[B:14]1([B:14]2[O:18][C:17]([CH3:20])([CH3:19])[C:16]([CH3:22])([CH3:21])[O:15]2)[O:18][C:17]([CH3:20])([CH3:19])[C:16]([CH3:22])([CH3:21])[O:15]1.CC([O-])=O.[K+].N#N. (3) Given the product [CH3:1][N:2]([CH3:26])[C:3]([C:5]1[CH:6]=[CH:7][C:8]([O:9][C:10]2[C:15]3[CH:16]=[C:17]([CH2:19][CH3:20])[O:18][C:14]=3[CH:13]=[C:12]([C:21]([NH:67][C:64]3[CH:63]=[CH:62][C:61]([CH3:60])=[CH:66][N:65]=3)=[O:22])[CH:11]=2)=[CH:24][CH:25]=1)=[O:4], predict the reactants needed to synthesize it. The reactants are: [CH3:1][N:2]([CH3:26])[C:3]([C:5]1[CH:25]=[CH:24][C:8]([O:9][C:10]2[C:15]3[CH:16]=[C:17]([CH2:19][CH3:20])[O:18][C:14]=3[CH:13]=[C:12]([C:21](O)=[O:22])[CH:11]=2)=[CH:7][CH:6]=1)=[O:4].CN(C(ON1N=NC2C=CC=NC1=2)=[N+](C)C)C.F[P-](F)(F)(F)(F)F.CCN(C(C)C)C(C)C.[CH3:60][C:61]1[CH:62]=[CH:63][C:64]([NH2:67])=[N:65][CH:66]=1.